Dataset: Full USPTO retrosynthesis dataset with 1.9M reactions from patents (1976-2016). Task: Predict the reactants needed to synthesize the given product. (1) Given the product [S:9]1[CH:13]=[CH:12][CH:11]=[C:10]1[CH2:14][O:15][C:2]1[CH:7]=[CH:6][C:5]([Br:8])=[CH:4][N:3]=1, predict the reactants needed to synthesize it. The reactants are: Br[C:2]1[CH:7]=[CH:6][C:5]([Br:8])=[CH:4][N:3]=1.[S:9]1[CH:13]=[CH:12][CH:11]=[C:10]1[CH2:14][OH:15]. (2) The reactants are: Br[C:2]1[CH:7]=[CH:6][C:5]([CH2:8][N:9]2[CH2:13][CH2:12][CH2:11][S:10]2(=[O:15])=[O:14])=[CH:4][CH:3]=1.[CH3:16][N:17]1[CH2:22][CH2:21][C:20]2[C:23]([C:26]([F:29])([F:28])[F:27])=[N:24][NH:25][C:19]=2[CH2:18]1.CN(C)CC(O)=O.C(=O)([O-])[O-].[Cs+].[Cs+]. Given the product [O:14]=[S:10]1(=[O:15])[CH2:11][CH2:12][CH2:13][N:9]1[CH2:8][C:5]1[CH:6]=[CH:7][C:2]([N:25]2[C:19]3[CH2:18][N:17]([CH3:16])[CH2:22][CH2:21][C:20]=3[C:23]([C:26]([F:28])([F:29])[F:27])=[N:24]2)=[CH:3][CH:4]=1, predict the reactants needed to synthesize it. (3) Given the product [Br:1][C:2]1[CH:10]=[CH:9][C:5]([C:6]([NH:25][CH:19]2[CH2:24][CH2:23][CH2:22][CH2:21][CH2:20]2)=[O:7])=[C:4]([F:11])[CH:3]=1, predict the reactants needed to synthesize it. The reactants are: [Br:1][C:2]1[CH:10]=[CH:9][C:5]([C:6](Cl)=[O:7])=[C:4]([F:11])[CH:3]=1.C(N(CC)CC)C.[CH:19]1([NH2:25])[CH2:24][CH2:23][CH2:22][CH2:21][CH2:20]1. (4) The reactants are: [CH2:1]([C:4]1([S:7]([NH:10][C:11]2[C:16](OC)=[CH:15][C:14]([F:19])=[C:13]([F:20])[C:12]=2[NH:21][C:22]2[CH:27]=[CH:26][C:25]([I:28])=[CH:24][C:23]=2[F:29])(=[O:9])=[O:8])[CH2:6][CH2:5]1)[CH:2]=C.C[N+]1([O-])CC[O:34][CH2:33]C1.CC[O:40]C(C)=O. Given the product [F:20][C:13]1[C:12]([NH:21][C:22]2[CH:27]=[CH:26][C:25]([I:28])=[CH:24][C:23]=2[F:29])=[C:11]([NH:10][S:7]([C:4]2([CH2:1][CH:2]([OH:40])[CH2:33][OH:34])[CH2:5][CH2:6]2)(=[O:8])=[O:9])[CH:16]=[CH:15][C:14]=1[F:19], predict the reactants needed to synthesize it. (5) Given the product [CH3:17][C:14]1[S:13][C:12]([NH:11][S:8]([C:5]2[CH:6]=[CH:7][C:2]([NH:1][C:19](=[O:20])[O:21][CH3:22])=[CH:3][CH:4]=2)(=[O:10])=[O:9])=[N:16][N:15]=1, predict the reactants needed to synthesize it. The reactants are: [NH2:1][C:2]1[CH:7]=[CH:6][C:5]([S:8]([NH:11][C:12]2[S:13][C:14]([CH3:17])=[N:15][N:16]=2)(=[O:10])=[O:9])=[CH:4][CH:3]=1.Cl[C:19]([O:21][CH3:22])=[O:20]. (6) Given the product [CH3:19][C:17]1[CH:16]=[CH:15][N:14]=[C:13]([O:12][CH2:11][C:10]2[CH:20]=[CH:21][C:7]([CH:2]=[O:1])=[CH:8][CH:9]=2)[CH:18]=1, predict the reactants needed to synthesize it. The reactants are: [O:1]1CCC[CH2:2]1.Br[C:7]1[CH:21]=[CH:20][C:10]([CH2:11][O:12][C:13]2[CH:18]=[C:17]([CH3:19])[CH:16]=[CH:15][N:14]=2)=[CH:9][CH:8]=1.C([Li])CCC.